Task: Regression. Given a peptide amino acid sequence and an MHC pseudo amino acid sequence, predict their binding affinity value. This is MHC class II binding data.. Dataset: Peptide-MHC class II binding affinity with 134,281 pairs from IEDB (1) The peptide sequence is MLRIMASLVLARKHN. The MHC is DRB1_0301 with pseudo-sequence DRB1_0301. The binding affinity (normalized) is 0.783. (2) The peptide sequence is DRAVKLYRKLKREIT. The MHC is DRB4_0101 with pseudo-sequence DRB4_0103. The binding affinity (normalized) is 0.555. (3) The peptide sequence is RRTGNIQIRLPWYSY. The MHC is DRB1_1302 with pseudo-sequence DRB1_1302. The binding affinity (normalized) is 0.215. (4) The peptide sequence is PSPSMGRDIKVQFQS. The MHC is HLA-DQA10301-DQB10302 with pseudo-sequence HLA-DQA10301-DQB10302. The binding affinity (normalized) is 0.262. (5) The peptide sequence is RRGVRSLSNKIKQKT. The MHC is DRB1_0901 with pseudo-sequence DRB1_0901. The binding affinity (normalized) is 0.558. (6) The peptide sequence is GLTSTRMFLKVRESNTTE. The MHC is DRB1_0101 with pseudo-sequence DRB1_0101. The binding affinity (normalized) is 0.110. (7) The peptide sequence is TSSIRIMRSTSVTPP. The MHC is H-2-IAd with pseudo-sequence H-2-IAd. The binding affinity (normalized) is 0.555. (8) The peptide sequence is GGACGYKDVDKPPFS. The MHC is DRB1_1602 with pseudo-sequence DRB1_1602. The binding affinity (normalized) is 0.177. (9) The binding affinity (normalized) is 0.638. The peptide sequence is KGILGFVFTLTVPSE. The MHC is DRB1_0802 with pseudo-sequence DRB1_0802. (10) The peptide sequence is NAAYNAADHAAPEDK. The MHC is DRB1_1001 with pseudo-sequence DRB1_1001. The binding affinity (normalized) is 0.449.